From a dataset of hERG Central: cardiac toxicity at 1µM, 10µM, and general inhibition. Predict hERG channel inhibition at various concentrations. (1) The drug is CCN(CC)CCCCCCCCOC(=O)c1cc(OC)c(OC)c(OC)c1.Cl. Results: hERG_inhib (hERG inhibition (general)): blocker. (2) The compound is Cl.NC(=NC1CCCCC1)c1ccc([N+](=O)[O-])cc1. Results: hERG_inhib (hERG inhibition (general)): blocker. (3) The molecule is O=C(C1=C[C@@H](c2coc3ccccc3c2=O)C[C@@H](OCc2ccc(CO)cc2)O1)N1CCN(Cc2ccc3c(c2)OCO3)CC1. Results: hERG_inhib (hERG inhibition (general)): blocker. (4) The compound is [Cl-].[NH3+]CCCn1c(C(=O)c2ccc(Cl)cc2)c2ccc([N+](=O)[O-])cc2[n+]1[O-]. Results: hERG_inhib (hERG inhibition (general)): blocker.